Task: Binary Classification. Given a miRNA mature sequence and a target amino acid sequence, predict their likelihood of interaction.. Dataset: Experimentally validated miRNA-target interactions with 360,000+ pairs, plus equal number of negative samples (1) Result: 0 (no interaction). The protein sequence of the target gene is MEGAMAVRVTAAHTAEARAEAGREAGEGGVAAAAALSSGGFLGLPAPFSEEDEDDVHRCGRCQVEFTALEDFVQHKIQKTCHRAPQEALPTTPAATALLDQEVVPTAAEGGPDEPITVAHIVVEATSLAEDISHAPDLVGSGHIKEVIVAAEAEPGDVEMAEAPGSPNHQELGLLGEGEQAHVKLLVNKEGRYVCMLCHKTFKTGSILKAHMVTHSSRKDHECKLCGASFRTKGSLIRHHRRHTDERPYKCAKCGKSFRESGALTRHLKSLTPCTEKIRFSISKDTAVGKEEVPAGSSAS.... The miRNA is hsa-miR-1185-5p with sequence AGAGGAUACCCUUUGUAUGUU. (2) The miRNA is hsa-miR-145-3p with sequence GGAUUCCUGGAAAUACUGUUCU. The protein sequence of the target gene is MAFTLYSLLQAALLCVNAIAVLHEERFLKNIGWGTDQGIGGFGEEPGIKSQLMNLIRSVRTVMRVPLIIVNSIAIVLLLLFG. Result: 0 (no interaction). (3) The miRNA is mmu-miR-3076-3p with sequence CGCACUCUGGUCUUCCCUUGCAG. The protein sequence of the target gene is MRLRNGTFLTLLLFCLCAFLSLSWYAALSGQKGDVVDVYQREFLALRDRLHAAEQESLKRSKELNLVLDEIKRAVSERQALRDGDGNRTWGRLTEDPRLKPWNGSHRHVLHLPTVFHHLPHLLAKESSLQPAVRVGQGRTGVSVVMGIPSVRREVHSYLTDTLHSLISELSPQEKEDSVIVVLIAETDSQYTSAVTENIKALFPTEIHSGLLEVISPSPHFYPDFSRLRESFGDPKERVRWRTKQNLDYCFLMMYAQSKGIYYVQLEDDIVAKPNYLSTMKNFALQQPSEDWMILEFSQL.... Result: 0 (no interaction). (4) The miRNA is hsa-miR-6134 with sequence UGAGGUGGUAGGAUGUAGA. The protein sequence of the target gene is MAGASRLLFLWLGCFCVSLAQGERPKPPFPELRKAVPGDRTAGGGPDSELQPQDKVSEHMLRLYDRYSTVQAARTPGSLEGGSQPWRPRLLREGNTVRSFRAAAAETLERKGLYIFNLTSLTKSENILSATLYFCIGELGNISLSCPVSGGCSHHAQRKHIQIDLSAWTLKFSRNQSQLLGHLSVDMAKSHRDIMSWLSKDITQLLRKAKENEEFLIGFNITSKGRQLPKRRLPFPEPYILVYANDAAISEPESVVSSLQGHRNFPTGTVPKWDSHIRAALSIERRKKRSTGVLLPLQNN.... Result: 1 (interaction).